From a dataset of Full USPTO retrosynthesis dataset with 1.9M reactions from patents (1976-2016). Predict the reactants needed to synthesize the given product. Given the product [Cl:21][C:16]1[CH:17]=[CH:18][CH:19]=[CH:20][C:15]=1[N:3]1[C:4](=[O:14])[C:5]2[C:6](=[N:7][C:8]([S:11][CH3:12])=[N:9][CH:10]=2)[N:13]2[N:22]=[N:23][N:24]=[C:2]12, predict the reactants needed to synthesize it. The reactants are: Cl[C:2]1[N:3]([C:15]2[CH:20]=[CH:19][CH:18]=[CH:17][C:16]=2[Cl:21])[C:4](=[O:14])[C:5]2[C:6]([N:13]=1)=[N:7][C:8]([S:11][CH3:12])=[N:9][CH:10]=2.[N-:22]=[N+:23]=[N-:24].[Na+].